From a dataset of Forward reaction prediction with 1.9M reactions from USPTO patents (1976-2016). Predict the product of the given reaction. (1) Given the reactants [F:1][C:2]1[CH:3]=[N:4][CH:5]=[CH:6][C:7]=1B(O)O.Br[C:12]1[CH:13]=[C:14]([C:23]2[O:27][N:26]=[C:25]([C:28]3[CH:36]=[CH:35][C:34]4[NH:33][C:32]5[CH:37]([CH2:40][C:41]([OH:43])=[O:42])[CH2:38][CH2:39][C:31]=5[C:30]=4[CH:29]=3)[N:24]=2)[CH:15]=[C:16]([O:18][C:19]([F:22])([F:21])[F:20])[CH:17]=1, predict the reaction product. The product is: [F:1][C:2]1[CH:3]=[N:4][CH:5]=[CH:6][C:7]=1[C:12]1[CH:13]=[C:14]([C:23]2[O:27][N:26]=[C:25]([C:28]3[CH:36]=[CH:35][C:34]4[NH:33][C:32]5[CH:37]([CH2:40][C:41]([OH:43])=[O:42])[CH2:38][CH2:39][C:31]=5[C:30]=4[CH:29]=3)[N:24]=2)[CH:15]=[C:16]([O:18][C:19]([F:20])([F:21])[F:22])[CH:17]=1. (2) Given the reactants [CH3:1][C:2]1[N:7]=[C:6]([C:8]2[C:17]3[C:12](=[CH:13][CH:14]=[CH:15][CH:16]=3)[C:11](=O)[NH:10][N:9]=2)[CH:5]=[CH:4][CH:3]=1.O=P(Cl)(Cl)[Cl:21], predict the reaction product. The product is: [Cl:21][C:11]1[C:12]2[C:17](=[CH:16][CH:15]=[CH:14][CH:13]=2)[C:8]([C:6]2[CH:5]=[CH:4][CH:3]=[C:2]([CH3:1])[N:7]=2)=[N:9][N:10]=1.